From a dataset of Full USPTO retrosynthesis dataset with 1.9M reactions from patents (1976-2016). Predict the reactants needed to synthesize the given product. Given the product [C:1]([O:5][C:6](=[O:7])[NH:8][C@@H:9]([CH2:13][S:14][CH2:15][C:16]1[CH:21]=[CH:20][C:19]([O:22][CH3:23])=[CH:18][CH:17]=1)[C:10](=[O:12])[CH:39]=[N+:40]=[N-:44])([CH3:2])([CH3:3])[CH3:4], predict the reactants needed to synthesize it. The reactants are: [C:1]([O:5][C:6]([NH:8][C@@H:9]([CH2:13][S:14][CH2:15][C:16]1[CH:21]=[CH:20][C:19]([O:22][CH3:23])=[CH:18][CH:17]=1)[C:10]([OH:12])=O)=[O:7])([CH3:4])([CH3:3])[CH3:2].CN1CCOCC1.ClC(OCC)=O.[OH-].[K+].[CH3:39][N:40]([N:44]=O)C(N)=O.